Predict the reactants needed to synthesize the given product. From a dataset of Full USPTO retrosynthesis dataset with 1.9M reactions from patents (1976-2016). (1) Given the product [CH2:1]([O:5][C:6](=[O:21])[CH2:7][CH2:8][CH2:9][CH2:10][C:11]1[CH:12]=[CH:13][C:14]2[O:15][CH2:16][CH2:17][NH:18][C:19]=2[N:20]=1)[CH2:2][CH2:3][CH3:4], predict the reactants needed to synthesize it. The reactants are: [CH2:1]([O:5][C:6](=[O:21])[CH2:7][CH2:8][C:9]#[C:10][C:11]1[CH:12]=[CH:13][C:14]2[O:15][CH2:16][CH2:17][NH:18][C:19]=2[N:20]=1)[CH2:2][CH2:3][CH3:4].C(N(CC)CC)C. (2) Given the product [Cl:2][C:3]1[C:8]([Cl:9])=[CH:7][CH:6]=[CH:5][C:4]=1[N:10]1[CH2:15][CH2:14][N:13]([CH2:26][CH2:27][CH2:28][C:29]([N:31]2[C:39]3[C:34](=[CH:35][CH:36]=[CH:37][CH:38]=3)[CH2:33][CH2:32]2)=[O:30])[CH2:12][CH2:11]1, predict the reactants needed to synthesize it. The reactants are: Cl.[Cl:2][C:3]1[C:8]([Cl:9])=[CH:7][CH:6]=[CH:5][C:4]=1[N:10]1[CH2:15][CH2:14][NH:13][CH2:12][CH2:11]1.C(N(C(C)C)CC)(C)C.Cl[CH2:26][CH2:27][CH2:28][C:29]([N:31]1[C:39]2[C:34](=[CH:35][CH:36]=[CH:37][CH:38]=2)[CH2:33][CH2:32]1)=[O:30].O. (3) Given the product [CH3:1][C:2]([C:4]1[CH:12]=[CH:11][CH:9]=[C:6]([OH:7])[C:5]=1[OH:14])=[O:3], predict the reactants needed to synthesize it. The reactants are: [CH3:1][C:2]([C:4]1[CH:12]=[CH:11][C:9](O)=[C:6]([O:7]C)[CH:5]=1)=[O:3].C([O-])([O-])=[O:14].[K+].[K+].C(Br)C1C=CC=CC=1. (4) Given the product [CH3:1][N:2]([CH3:20])[CH:3]1[C:4]([CH3:19])([CH3:18])[CH2:5][NH:6][CH2:7]1, predict the reactants needed to synthesize it. The reactants are: [CH3:1][N:2]([CH3:20])[CH:3]1[CH2:7][N:6](C(OCC2C=CC=CC=2)=O)[CH2:5][C:4]1([CH3:19])[CH3:18]. (5) Given the product [Br:1][C:2]1[CH:10]=[CH:9][C:5]([C:6]([N:24]2[CH2:25][CH2:26][N:21]([C:18]3[C:17]([CH3:27])=[CH:16][C:15]([CH:12]4[CH2:13][CH2:14]4)=[CH:20][N:19]=3)[CH2:22][CH2:23]2)=[O:8])=[C:4]([CH3:11])[CH:3]=1, predict the reactants needed to synthesize it. The reactants are: [Br:1][C:2]1[CH:10]=[CH:9][C:5]([C:6]([OH:8])=O)=[C:4]([CH3:11])[CH:3]=1.[CH:12]1([C:15]2[CH:16]=[C:17]([CH3:27])[C:18]([N:21]3[CH2:26][CH2:25][NH:24][CH2:23][CH2:22]3)=[N:19][CH:20]=2)[CH2:14][CH2:13]1. (6) Given the product [F:1][C:2]1[CH:3]=[C:4]([CH:7]=[C:8]([N:10]2[CH2:15][CH:14]([CH3:16])[C:13]3[O:41][C:34]([C:35]4[CH:40]=[CH:39][CH:38]=[CH:37][N:36]=4)=[N:33][C:12]=3[CH2:11]2)[CH:9]=1)[C:5]#[N:6], predict the reactants needed to synthesize it. The reactants are: [F:1][C:2]1[CH:3]=[C:4]([CH:7]=[C:8]([N:10]2[CH2:15][CH:14]([CH3:16])[C:13]3N=C(C4C=CC=CN=4)O[C:12]=3[CH2:11]2)[CH:9]=1)[C:5]#[N:6].OC1C([NH:33][C:34](=[O:41])[C:35]2[CH:40]=[CH:39][CH:38]=[CH:37][N:36]=2)C(C)CN(C(OCC2C=CC=CC=2)=O)C1. (7) Given the product [Cl:17][C:5]1[C:6]([NH:8][C:9]2[CH:13]=[C:12]([CH:14]3[CH2:16][CH2:15]3)[NH:11][N:10]=2)=[N:7][C:2]([NH:27][CH:25]([C:22]2[CH:21]=[CH:20][C:19]([F:18])=[CH:24][N:23]=2)[CH3:26])=[N:3][CH:4]=1, predict the reactants needed to synthesize it. The reactants are: Cl[C:2]1[N:7]=[C:6]([NH:8][C:9]2[CH:13]=[C:12]([CH:14]3[CH2:16][CH2:15]3)[NH:11][N:10]=2)[C:5]([Cl:17])=[CH:4][N:3]=1.[F:18][C:19]1[CH:20]=[CH:21][C:22]([CH:25]([NH2:27])[CH3:26])=[N:23][CH:24]=1.CCN(C(C)C)C(C)C. (8) Given the product [CH:1]1([C:4]2[C:5]([NH:23][S:24]([CH3:27])(=[O:26])=[O:25])=[CH:6][C:7]3[O:11][C:10]([C:12]4[CH:13]=[CH:14][C:15]([F:18])=[CH:16][CH:17]=4)=[C:9]([C:19]([NH:29][CH3:28])=[O:21])[C:8]=3[CH:22]=2)[CH2:3][CH2:2]1, predict the reactants needed to synthesize it. The reactants are: [CH:1]1([C:4]2[C:5]([NH:23][S:24]([CH3:27])(=[O:26])=[O:25])=[CH:6][C:7]3[O:11][C:10]([C:12]4[CH:17]=[CH:16][C:15]([F:18])=[CH:14][CH:13]=4)=[C:9]([C:19]([OH:21])=O)[C:8]=3[CH:22]=2)[CH2:3][CH2:2]1.[CH3:28][N:29](C(ON1N=NC2C=CC=NC1=2)=[N+](C)C)C.F[P-](F)(F)(F)(F)F.C(N(CC)CC)C.CN.